Dataset: Forward reaction prediction with 1.9M reactions from USPTO patents (1976-2016). Task: Predict the product of the given reaction. Given the reactants [CH2:1]([N:8]1[CH2:13][CH2:12][CH:11]([N:14]([CH:24]([CH3:26])[CH3:25])[C:15](=O)[CH2:16][CH2:17][O:18][CH2:19][CH2:20][CH2:21][Br:22])[CH2:10][CH2:9]1)[C:2]1[CH:7]=[CH:6][CH:5]=[CH:4][CH:3]=1.B.C1COCC1.CO.[H][H], predict the reaction product. The product is: [Br:22][CH2:21][CH2:20][CH2:19][O:18][CH2:17][CH2:16][CH2:15][N:14]([CH:11]1[CH2:12][CH2:13][N:8]([CH2:1][C:2]2[CH:3]=[CH:4][CH:5]=[CH:6][CH:7]=2)[CH2:9][CH2:10]1)[CH:24]([CH3:26])[CH3:25].